From a dataset of Forward reaction prediction with 1.9M reactions from USPTO patents (1976-2016). Predict the product of the given reaction. (1) Given the reactants [CH3:1][N:2]([CH2:18][CH2:19][NH:20][S:21]([C:24]1[CH:29]=[C:28]([S:30]([C:33]2[CH:38]=[CH:37][CH:36]=[CH:35][CH:34]=2)(=[O:32])=[O:31])[CH:27]=[CH:26][C:25]=1[C:39]([F:42])([F:41])[F:40])(=[O:23])=[O:22])[C:3]([NH:5][C@H:6]1[CH2:10][CH2:9][N:8](C(OC(C)(C)C)=O)[CH2:7]1)=[O:4].[ClH:43], predict the reaction product. The product is: [ClH:43].[CH3:1][N:2]([C:3]([NH:5][C@H:6]1[CH2:10][CH2:9][NH:8][CH2:7]1)=[O:4])[CH2:18][CH2:19][NH:20][S:21]([C:24]1[CH:29]=[C:28]([S:30]([C:33]2[CH:34]=[CH:35][CH:36]=[CH:37][CH:38]=2)(=[O:31])=[O:32])[CH:27]=[CH:26][C:25]=1[C:39]([F:40])([F:42])[F:41])(=[O:22])=[O:23]. (2) Given the reactants [C:1]([C:3]1[C:4]([CH3:27])=[C:5]([C@@H:10]2[CH2:15][N:14]3[CH2:16][CH2:17][NH:18][CH2:19][C@H:13]3[CH2:12][N:11]2[C:20]([O:22][C:23]([CH3:26])([CH3:25])[CH3:24])=[O:21])[CH:6]=[CH:7][C:8]=1[F:9])#[N:2].[N:28]1([C:33]2[CH:38]=[CH:37][C:36]([CH2:39][C:40](O)=[O:41])=[CH:35][CH:34]=2)[CH:32]=[N:31][N:30]=[N:29]1.CN(C(ON1N=NC2C=CC=NC1=2)=[N+](C)C)C.F[P-](F)(F)(F)(F)F.C(N(C(C)C)CC)(C)C, predict the reaction product. The product is: [N:28]1([C:33]2[CH:34]=[CH:35][C:36]([CH2:39][C:40]([N:18]3[CH2:17][CH2:16][N:14]4[CH2:15][C@@H:10]([C:5]5[CH:6]=[CH:7][C:8]([F:9])=[C:3]([C:1]#[N:2])[C:4]=5[CH3:27])[N:11]([C:20]([O:22][C:23]([CH3:24])([CH3:26])[CH3:25])=[O:21])[CH2:12][C@@H:13]4[CH2:19]3)=[O:41])=[CH:37][CH:38]=2)[CH:32]=[N:31][N:30]=[N:29]1. (3) Given the reactants [NH2:1]OS(O)(=O)=O.[CH:7]1[C:16]2[C:11](=[CH:12][CH:13]=[CH:14][CH:15]=2)[CH:10]=[CH:9][N:8]=1.C(=O)([O-])[O-].[K+].[K+].[IH:23], predict the reaction product. The product is: [I-:23].[NH2:1][N+:8]1[CH:9]=[CH:10][C:11]2[C:16](=[CH:15][CH:14]=[CH:13][CH:12]=2)[CH:7]=1. (4) Given the reactants [Br:1][C:2]1[CH:3]=[C:4]([C:8]2[N:9]=[C:10]([C@H:13]3[CH2:18][CH2:17][C@H:16]([C:19]([OH:21])=O)[CH2:15][CH2:14]3)[NH:11][CH:12]=2)[CH:5]=[CH:6][CH:7]=1.[OH:22][CH:23]([CH3:26])[CH2:24][NH2:25].F[P-](F)(F)(F)(F)F.N1(O[P+](N(C)C)(N(C)C)N(C)C)C2C=CC=CC=2N=N1, predict the reaction product. The product is: [OH:22][CH:23]([CH3:26])[CH2:24][NH:25][C:19]([C@H:16]1[CH2:15][CH2:14][C@H:13]([C:10]2[NH:11][CH:12]=[C:8]([C:4]3[CH:5]=[CH:6][CH:7]=[C:2]([Br:1])[CH:3]=3)[N:9]=2)[CH2:18][CH2:17]1)=[O:21]. (5) Given the reactants [F:1][C:2]1[CH:28]=[C:27]([F:29])[CH:26]=[CH:25][C:3]=1[O:4][CH:5]1[CH2:10][CH2:9][N:8]([C:11]2[N:12]=[C:13]([CH2:23][OH:24])[C:14]([CH2:21][OH:22])=[N:15][C:16]=2[NH:17][CH:18]([CH3:20])[CH3:19])[CH2:7][CH2:6]1.CC(OI1(OC(C)=O)(OC(C)=O)OC(=O)C2C=CC=CC1=2)=O, predict the reaction product. The product is: [F:1][C:2]1[CH:28]=[C:27]([F:29])[CH:26]=[CH:25][C:3]=1[O:4][CH:5]1[CH2:10][CH2:9][N:8]([C:11]2[N:12]=[C:13]([CH:23]=[O:24])[C:14]([CH:21]=[O:22])=[N:15][C:16]=2[NH:17][CH:18]([CH3:20])[CH3:19])[CH2:7][CH2:6]1.